Dataset: Forward reaction prediction with 1.9M reactions from USPTO patents (1976-2016). Task: Predict the product of the given reaction. (1) Given the reactants [NH2:1][C:2]1[C:11]2[N:10]=[CH:9][C:8]([CH2:12][CH2:13][C:14]3[CH:19]=[CH:18][C:17]([C:20](=O)[CH3:21])=[CH:16][CH:15]=3)=[CH:7][C:6]=2[C:5]2[CH:23]=[CH:24][C:25]([CH3:27])=[CH:26][C:4]=2[N:3]=1.[CH3:28][N:29]1[CH2:34][CH2:33][NH:32][CH2:31][CH2:30]1.C(O)(C(F)(F)F)=O, predict the reaction product. The product is: [CH3:27][C:25]1[CH:24]=[CH:23][C:5]2=[C:6]3[C:11](=[C:2]([NH2:1])[N:3]=[C:4]2[CH:26]=1)[N:10]=[CH:9][C:8]([CH2:12][CH2:13][C:14]1[CH:19]=[CH:18][C:17]([CH:20]([N:32]2[CH2:33][CH2:34][N:29]([CH3:28])[CH2:30][CH2:31]2)[CH3:21])=[CH:16][CH:15]=1)=[CH:7]3. (2) Given the reactants Br[C:2]1[C:7]([CH3:8])=[CH:6][C:5]([C:9]2[N:13]=[CH:12][N:11]([CH2:14][C:15]([CH3:18])([OH:17])[CH3:16])[N:10]=2)=[CH:4][C:3]=1[CH3:19].[F:20][C:21]1[CH:45]=[C:44]([F:46])[C:43](B2OC(C)(C)C(C)(C)O2)=[CH:42][C:22]=1[CH2:23][O:24][C:25]1[N:30]=[CH:29][C:28]2[C@@H:31]3[C@@H:34]([C:35]([O:37][C:38]([CH3:41])([CH3:40])[CH3:39])=[O:36])[C@@H:32]3[CH2:33][C:27]=2[CH:26]=1.C([O-])([O-])=O.[K+].[K+], predict the reaction product. The product is: [F:20][C:21]1[CH:45]=[C:44]([F:46])[C:43]([C:2]2[C:7]([CH3:8])=[CH:6][C:5]([C:9]3[N:13]=[CH:12][N:11]([CH2:14][C:15]([OH:17])([CH3:18])[CH3:16])[N:10]=3)=[CH:4][C:3]=2[CH3:19])=[CH:42][C:22]=1[CH2:23][O:24][C:25]1[N:30]=[CH:29][C:28]2[C@@H:31]3[C@@H:34]([C:35]([O:37][C:38]([CH3:41])([CH3:40])[CH3:39])=[O:36])[C@@H:32]3[CH2:33][C:27]=2[CH:26]=1. (3) The product is: [CH2:1]([O:3][C:4](=[O:14])[NH:5][C:6]1[CH:11]=[CH:10][C:9]([O:12][CH2:31][C:28]([OH:29])([C:26](=[O:27])[NH:25][C:18]2[CH:19]=[CH:20][C:21]([N+:22]([O-:24])=[O:23])=[C:16]([CH3:15])[CH:17]=2)[CH3:30])=[CH:8][C:7]=1[F:13])[CH3:2]. Given the reactants [CH2:1]([O:3][C:4](=[O:14])[NH:5][C:6]1[CH:11]=[CH:10][C:9]([OH:12])=[CH:8][C:7]=1[F:13])[CH3:2].[CH3:15][C:16]1[CH:17]=[C:18]([NH:25][C:26]([C:28]2([CH3:31])[CH2:30][O:29]2)=[O:27])[CH:19]=[CH:20][C:21]=1[N+:22]([O-:24])=[O:23], predict the reaction product. (4) Given the reactants [NH2:1][C:2]1[CH:16]=[CH:15][C:5]([C:6]([C:8]2[CH:13]=[CH:12][C:11]([NH2:14])=[CH:10][CH:9]=2)=[O:7])=[CH:4][CH:3]=1.[CH3:17][N:18]1[CH2:23][CH2:22][N:21]([C:24]2[CH:32]=[CH:31][C:27]([C:28]([O-])=[O:29])=[CH:26][CH:25]=2)[CH2:20][CH2:19]1, predict the reaction product. The product is: [C:6]([C:8]1[CH:13]=[CH:12][C:11]([NH:14][C:28](=[O:29])[C:27]2[CH:31]=[CH:32][C:24]([N:21]3[CH2:22][CH2:23][N:18]([CH3:17])[CH2:19][CH2:20]3)=[CH:25][CH:26]=2)=[CH:10][CH:9]=1)([C:5]1[CH:15]=[CH:16][C:2]([NH:1][C:28](=[O:29])[C:27]2[CH:26]=[CH:25][C:24]([N:21]3[CH2:20][CH2:19][N:18]([CH3:17])[CH2:23][CH2:22]3)=[CH:32][CH:31]=2)=[CH:3][CH:4]=1)=[O:7]. (5) Given the reactants [Br:1][C:2]1[CH:3]=[CH:4][C:5]([C:8]([C:10]2[C:11]([O:16][CH3:17])=[N:12][CH:13]=[N:14][CH:15]=2)=[O:9])=[N:6][CH:7]=1.[C:18]([Mg]Cl)([CH3:21])([CH3:20])[CH3:19], predict the reaction product. The product is: [Br:1][C:2]1[CH:3]=[CH:4][C:5]([C:8]([C:10]2[C:11]([O:16][CH3:17])=[N:12][CH:13]=[N:14][CH:15]=2)([OH:9])[C:18]([CH3:21])([CH3:20])[CH3:19])=[N:6][CH:7]=1. (6) Given the reactants Cl[SiH:2]1[N:6]([C:7]([CH3:10])([CH3:9])[CH3:8])[CH:5]=[CH:4][N:3]1[C:11]([CH3:14])([CH3:13])[CH3:12].[CH3:15][NH:16][CH3:17], predict the reaction product. The product is: [C:11]([N:3]1[CH:4]=[CH:5][N:6]([C:7]([CH3:10])([CH3:9])[CH3:8])[SiH:2]1[N:16]([CH3:17])[CH3:15])([CH3:14])([CH3:13])[CH3:12].